From a dataset of Reaction yield outcomes from USPTO patents with 853,638 reactions. Predict the reaction yield, written as a fraction of the theoretical maximum amount of product (1.0 means a 100% yield; for example, 0.34 means a 34% yield). (1) The reactants are Br[C:2]1[O:6][C:5]([C:7]([OH:9])=[O:8])=[CH:4][CH:3]=1.[CH3:10][O:11][C:12]([C:14]1[CH:15]=[C:16](B(O)O)[CH:17]=[CH:18][CH:19]=1)=[O:13].C(=O)([O-])O.[Na+].C1(C)C=CC=CC=1. The catalyst is C1C=CC([P]([Pd]([P](C2C=CC=CC=2)(C2C=CC=CC=2)C2C=CC=CC=2)([P](C2C=CC=CC=2)(C2C=CC=CC=2)C2C=CC=CC=2)[P](C2C=CC=CC=2)(C2C=CC=CC=2)C2C=CC=CC=2)(C2C=CC=CC=2)C2C=CC=CC=2)=CC=1.O.O1CCCC1. The product is [CH3:10][O:11][C:12]([C:14]1[CH:19]=[C:18]([C:2]2[O:6][C:5]([C:7]([OH:9])=[O:8])=[CH:4][CH:3]=2)[CH:17]=[CH:16][CH:15]=1)=[O:13]. The yield is 0.910. (2) The reactants are I[C:2]1[CH:7]=[CH:6][C:5]([N:8]2[C@@H:12]([C:13]3[CH:18]=[CH:17][CH:16]=[CH:15][CH:14]=3)[C:11]([CH3:20])([CH3:19])[O:10][C:9]2=[O:21])=[CH:4][CH:3]=1.[N:22]1[CH:27]=[CH:26][CH:25]=[N:24][C:23]=1[C:28]1[CH:29]=[CH:30][C:31](=[O:34])[NH:32][CH:33]=1.P([O-])([O-])([O-])=O.[K+].[K+].[K+].CNCCNC. The catalyst is [Cu]I.O1CCOCC1. The product is [CH3:19][C:11]1([CH3:20])[O:10][C:9](=[O:21])[N:8]([C:5]2[CH:6]=[CH:7][C:2]([N:32]3[CH:33]=[C:28]([C:23]4[N:22]=[CH:27][CH:26]=[CH:25][N:24]=4)[CH:29]=[CH:30][C:31]3=[O:34])=[CH:3][CH:4]=2)[C@H:12]1[C:13]1[CH:18]=[CH:17][CH:16]=[CH:15][CH:14]=1. The yield is 0.700. (3) The reactants are F[C:2]1[CH:7]=[CH:6][N:5]=[C:4]([C:8]([NH:10][C:11]2[CH:12]=[C:13]([C:16]([O:18][CH3:19])=[O:17])[S:14][CH:15]=2)=[O:9])[CH:3]=1.[CH:20]1([C:23]2[N:24]=[CH:25][NH:26][CH:27]=2)[CH2:22][CH2:21]1.C(=O)([O-])[O-].[Cs+].[Cs+]. The catalyst is C(#N)CCC. The product is [CH:20]1([C:23]2[N:24]=[CH:25][N:26]([C:2]3[CH:7]=[CH:6][N:5]=[C:4]([C:8]([NH:10][C:11]4[CH:12]=[C:13]([C:16]([O:18][CH3:19])=[O:17])[S:14][CH:15]=4)=[O:9])[CH:3]=3)[CH:27]=2)[CH2:22][CH2:21]1. The yield is 0.730. (4) The reactants are [CH:1]([O:4][C:5]([N:7]1[CH2:12][CH2:11][CH:10]([O:13][C:14]2[C:19]([O:20][CH3:21])=[C:18]([NH:22][C:23]3[C:24]([CH3:32])=[N:25][C:26]([CH2:29][CH2:30]O)=[CH:27][CH:28]=3)[N:17]=[CH:16][N:15]=2)[CH2:9][CH2:8]1)=[O:6])([CH3:3])[CH3:2].C1(P(C2C=CC=CC=2)C2C=CC=CC=2)C=CC=CC=1.BrC(Br)(Br)Br.[OH-].[Na+].S(O)(O)(=O)=O.[CH3:64][S:65]C(=N)N. The catalyst is C(Cl)Cl.CO. The product is [CH:1]([O:4][C:5]([N:7]1[CH2:12][CH2:11][CH:10]([O:13][C:14]2[C:19]([O:20][CH3:21])=[C:18]([NH:22][C:23]3[C:24]([CH3:32])=[N:25][C:26]([CH2:29][CH2:30][S:65][CH3:64])=[CH:27][CH:28]=3)[N:17]=[CH:16][N:15]=2)[CH2:9][CH2:8]1)=[O:6])([CH3:3])[CH3:2]. The yield is 0.190.